This data is from Full USPTO retrosynthesis dataset with 1.9M reactions from patents (1976-2016). The task is: Predict the reactants needed to synthesize the given product. (1) The reactants are: [NH2:1][N:2]1[N:11]=[C:10]([CH:12]2[CH2:14][CH2:13]2)[C:9]2[C:4](=[CH:5][CH:6]=[CH:7][CH:8]=2)[C:3]1=[O:15].[Cl:16][C:17]1[CH:22]=[CH:21][C:20]([CH2:23][C:24](O)=[O:25])=[CH:19][CH:18]=1. Given the product [Cl:16][C:17]1[CH:22]=[CH:21][C:20]([CH2:23][C:24]([NH:1][N:2]2[N:11]=[C:10]([CH:12]3[CH2:13][CH2:14]3)[C:9]3[C:4](=[CH:5][CH:6]=[CH:7][CH:8]=3)[C:3]2=[O:15])=[O:25])=[CH:19][CH:18]=1, predict the reactants needed to synthesize it. (2) Given the product [Br:8][C:6]1[N:7]=[C:2]([NH:15][CH2:14][C:13]2[CH:16]=[CH:17][CH:18]=[C:11]([F:10])[CH:12]=2)[C:3]([NH2:9])=[N:4][CH:5]=1, predict the reactants needed to synthesize it. The reactants are: Br[C:2]1[C:3]([NH2:9])=[N:4][CH:5]=[C:6]([Br:8])[N:7]=1.[F:10][C:11]1[CH:12]=[C:13]([CH:16]=[CH:17][CH:18]=1)[CH2:14][NH2:15].C(N(CC)C(C)C)(C)C. (3) The reactants are: [O-][Mn](=O)(=O)=O.[K+].[ClH:7].O.[CH2:9]1[S:17](=[O:19])(=[O:18])[O:16][CH2:15][CH2:14][O:13][S:10]1(=[O:12])=[O:11]. Given the product [Cl:7][CH:9]1[S:10](=[O:11])(=[O:12])[O:13][CH2:14][CH2:15][O:16][S:17]1(=[O:19])=[O:18], predict the reactants needed to synthesize it. (4) Given the product [CH3:3][C:4]1[N:9]=[CH:8][C:7]([C:10]([OH:12])=[O:11])=[CH:6][N:5]=1, predict the reactants needed to synthesize it. The reactants are: [OH-].[Na+].[CH3:3][C:4]1[N:9]=[CH:8][C:7]([C:10]([O:12]CC)=[O:11])=[CH:6][N:5]=1. (5) Given the product [Cl:12][C:4]1[CH:3]=[C:2]([NH:16][C:15]2[CH:17]=[C:18]([CH3:21])[CH:19]=[CH:20][C:14]=2[CH3:13])[C:7]([C:8]([O:10][CH3:11])=[O:9])=[CH:6][N:5]=1, predict the reactants needed to synthesize it. The reactants are: Cl[C:2]1[C:7]([C:8]([O:10][CH3:11])=[O:9])=[CH:6][N:5]=[C:4]([Cl:12])[CH:3]=1.[CH3:13][C:14]1[CH:20]=[CH:19][C:18]([CH3:21])=[CH:17][C:15]=1[NH2:16].Cl. (6) The reactants are: [C:1]([O:5][C:6]([N:8]([C:11]1([C@H:14]2[CH2:18][N:17]([C@H:19]([C:21]3[CH:26]=[CH:25][CH:24]=[CH:23][CH:22]=3)[CH3:20])[C:16](=O)[CH2:15]2)[CH2:13][CH2:12]1)[CH2:9][CH3:10])=[O:7])([CH3:4])([CH3:3])[CH3:2]. Given the product [C:1]([O:5][C:6]([N:8]([C:11]1([C@@H:14]2[CH2:15][CH2:16][N:17]([C@H:19]([C:21]3[CH:26]=[CH:25][CH:24]=[CH:23][CH:22]=3)[CH3:20])[CH2:18]2)[CH2:12][CH2:13]1)[CH2:9][CH3:10])=[O:7])([CH3:3])([CH3:4])[CH3:2], predict the reactants needed to synthesize it. (7) The reactants are: O1C2C=CC([C:10]3([C:13]([NH:15][C:16]4[N:21]=[C:20]([C:22]5[CH:27]=[CH:26][N:25]=[C:24]([O:28]C)[CH:23]=5)[C:19]([CH3:30])=[C:18]([CH3:31])[CH:17]=4)=[O:14])[CH2:12][CH2:11]3)=CC=2CC1.[Si](I)(C)(C)C.CO.C(OCC)(=O)C. Given the product [CH3:31][C:18]1[C:19]([CH3:30])=[C:20]([C:22]2[CH:27]=[CH:26][NH:25][C:24](=[O:28])[CH:23]=2)[N:21]=[C:16]([NH:15][C:13]([CH:10]2[CH2:11][CH2:12]2)=[O:14])[CH:17]=1, predict the reactants needed to synthesize it.